Dataset: Forward reaction prediction with 1.9M reactions from USPTO patents (1976-2016). Task: Predict the product of the given reaction. (1) Given the reactants [CH:1]1([O:7][CH:8]([C:10]2[CH:19]=[CH:18][C:13]([C:14]([O:16]C)=[O:15])=[CH:12][CH:11]=2)[CH3:9])[CH2:6][CH2:5][CH2:4][CH2:3][CH2:2]1.[OH-].[Li+].Cl, predict the reaction product. The product is: [CH:1]1([O:7][CH:8]([C:10]2[CH:19]=[CH:18][C:13]([C:14]([OH:16])=[O:15])=[CH:12][CH:11]=2)[CH3:9])[CH2:6][CH2:5][CH2:4][CH2:3][CH2:2]1. (2) Given the reactants Br[CH2:2][CH2:3][OH:4].[CH3:5][O:6][C:7]1[CH:8]=[C:9]2[C:14](=[CH:15][C:16]=1[OH:17])[N:13]=[CH:12][CH:11]=[C:10]2[O:18][C:19]1[C:20]([CH3:29])=[N:21][C:22]2[C:27]([CH:28]=1)=[CH:26][CH:25]=[CH:24][CH:23]=2.C(=O)([O-])[O-].[K+].[K+].O, predict the reaction product. The product is: [CH3:5][O:6][C:7]1[CH:8]=[C:9]2[C:14](=[CH:15][C:16]=1[O:17][CH2:2][CH2:3][OH:4])[N:13]=[CH:12][CH:11]=[C:10]2[O:18][C:19]1[C:20]([CH3:29])=[N:21][C:22]2[C:27]([CH:28]=1)=[CH:26][CH:25]=[CH:24][CH:23]=2. (3) Given the reactants Br[C:2]1[C:3]([N:22]2[CH2:26][CH2:25][C@@H:24]([OH:27])[CH2:23]2)=[N:4][CH:5]=[C:6]([CH:21]=1)[C:7]([NH:9][C:10]1[CH:15]=[CH:14][C:13]([O:16][C:17]([F:20])([F:19])[F:18])=[CH:12][CH:11]=1)=[O:8].[F:28][C:29]1[CH:30]=[C:31](B(O)O)[CH:32]=[C:33]([C:35]([O:37][CH3:38])=[O:36])[CH:34]=1, predict the reaction product. The product is: [F:28][C:29]1[CH:34]=[C:33]([CH:32]=[C:31]([C:2]2[C:3]([N:22]3[CH2:26][CH2:25][C@@H:24]([OH:27])[CH2:23]3)=[N:4][CH:5]=[C:6]([C:7](=[O:8])[NH:9][C:10]3[CH:15]=[CH:14][C:13]([O:16][C:17]([F:19])([F:20])[F:18])=[CH:12][CH:11]=3)[CH:21]=2)[CH:30]=1)[C:35]([O:37][CH3:38])=[O:36]. (4) Given the reactants C([O:5][C:6](=[O:40])[C:7]1[CH:12]=[CH:11][C:10]([NH:13][C:14]([N:16]([CH2:24][CH2:25][C:26]2[CH:31]=[CH:30][CH:29]=[C:28]([O:32][C:33]([C:37]([OH:39])=[O:38])([CH3:36])[CH2:34][CH3:35])[CH:27]=2)[CH2:17][CH2:18][CH2:19][CH2:20][CH2:21][CH2:22][CH3:23])=[O:15])=[CH:9][CH:8]=1)CCC.C(=O)([O-])[O-].[K+].[K+].CO, predict the reaction product. The product is: [C:37]([C:33]([CH3:36])([O:32][C:28]1[CH:27]=[C:26]([CH2:25][CH2:24][N:16]([CH2:17][CH2:18][CH2:19][CH2:20][CH2:21][CH2:22][CH3:23])[C:14](=[O:15])[NH:13][C:10]2[CH:9]=[CH:8][C:7]([C:6]([OH:40])=[O:5])=[CH:12][CH:11]=2)[CH:31]=[CH:30][CH:29]=1)[CH2:34][CH3:35])([OH:39])=[O:38]. (5) Given the reactants [C:1]([O-:4])([O-])=O.[K+].[K+].Cl.[C:8]1([NH:14][NH2:15])[CH:13]=[CH:12][CH:11]=[CH:10][CH:9]=1, predict the reaction product. The product is: [C:8]1([NH:14][NH:15][CH:1]=[O:4])[CH:13]=[CH:12][CH:11]=[CH:10][CH:9]=1. (6) The product is: [F:30][C:31]1[CH:36]=[CH:35][C:34]([CH2:37][C:38]([O:1][CH:2]([C:24]2[CH:29]=[CH:28][CH:27]=[CH:26][CH:25]=2)[CH2:3][CH2:4][CH2:5][N:6]2[CH2:7][CH2:8][CH:9]([C:12]3[CH:17]=[CH:16][CH:15]=[C:14]([NH:18][C:19](=[O:23])[CH:20]([CH3:22])[CH3:21])[CH:13]=3)[CH2:10][CH2:11]2)=[O:39])=[CH:33][CH:32]=1. Given the reactants [OH:1][CH:2]([C:24]1[CH:29]=[CH:28][CH:27]=[CH:26][CH:25]=1)[CH2:3][CH2:4][CH2:5][N:6]1[CH2:11][CH2:10][CH:9]([C:12]2[CH:13]=[C:14]([NH:18][C:19](=[O:23])[CH:20]([CH3:22])[CH3:21])[CH:15]=[CH:16][CH:17]=2)[CH2:8][CH2:7]1.[F:30][C:31]1[CH:36]=[CH:35][C:34]([CH2:37][C:38](Cl)=[O:39])=[CH:33][CH:32]=1, predict the reaction product. (7) Given the reactants [NH:1]1[C:9]2[C:4](=[CH:5][CH:6]=[CH:7][CH:8]=2)[C:3]2([C:21]3[C:12](=[CH:13][C:14]4[O:19][CH2:18][CH2:17][O:16][C:15]=4[CH:20]=3)[O:11][CH2:10]2)[C:2]1=[O:22].N1C2C(=CC=CC=2)[C@@]2(C3C(=CC4OCCOC=4C=3)OC2)C1=O.Br[CH2:46][C:47]1[CH:52]=[CH:51][C:50]([F:53])=[CH:49][C:48]=1[Cl:54].BrCCCCC, predict the reaction product. The product is: [Cl:54][C:48]1[CH:49]=[C:50]([F:53])[CH:51]=[CH:52][C:47]=1[CH2:46][N:1]1[C:9]2[C:4](=[CH:5][CH:6]=[CH:7][CH:8]=2)[C:3]2([C:21]3[C:12](=[CH:13][C:14]4[O:19][CH2:18][CH2:17][O:16][C:15]=4[CH:20]=3)[O:11][CH2:10]2)[C:2]1=[O:22]. (8) Given the reactants [Cl:1][C:2]1[CH:3]=[C:4]([N:10]2[CH:18]([CH:19]3[CH2:23][CH2:22][CH2:21][CH2:20]3)[CH:17]3[C:12]([C:13]4[CH:27]=[CH:26][C:25]([C:28]([OH:30])=[O:29])=[CH:24][C:14]=4[CH2:15][CH2:16]3)=[N:11]2)[CH:5]=[CH:6][C:7]=1[C:8]#[N:9].[CH3:31][CH:32](O)[CH3:33], predict the reaction product. The product is: [Cl:1][C:2]1[CH:3]=[C:4]([N:10]2[CH:18]([CH:19]3[CH2:20][CH2:21][CH2:22][CH2:23]3)[CH:17]3[C:12]([C:13]4[CH:27]=[CH:26][C:25]([C:28]([O:30][CH:32]([CH3:33])[CH3:31])=[O:29])=[CH:24][C:14]=4[CH2:15][CH2:16]3)=[N:11]2)[CH:5]=[CH:6][C:7]=1[C:8]#[N:9]. (9) Given the reactants [Cl:1][C:2]1[CH:7]=[CH:6][C:5]([CH2:8][N:9]2[CH2:14][CH2:13][N:12](C(OC(C)(C)C)=O)[CH2:11][CH2:10]2)=[C:4]([N:22]2[CH2:27][CH2:26][CH:25]([C:28]([N:30]3[CH2:34][CH2:33][CH2:32][CH2:31]3)=[O:29])[CH2:24][CH2:23]2)[CH:3]=1.FC(F)(F)C(O)=O, predict the reaction product. The product is: [Cl:1][C:2]1[CH:7]=[CH:6][C:5]([CH2:8][N:9]2[CH2:14][CH2:13][NH:12][CH2:11][CH2:10]2)=[C:4]([N:22]2[CH2:27][CH2:26][CH:25]([C:28]([N:30]3[CH2:34][CH2:33][CH2:32][CH2:31]3)=[O:29])[CH2:24][CH2:23]2)[CH:3]=1. (10) Given the reactants [CH3:1][C:2]1([CH3:24])[CH2:11][C:10]2[C:5](=[C:6]3[CH2:15][C:14]([CH3:17])([CH3:16])[O:13][C:7]3=[C:8]([OH:12])[CH:9]=2)[C:4]([C:18]2[CH:23]=[CH:22][CH:21]=[CH:20][CH:19]=2)=[N:3]1.[Cl:25][CH2:26][C:27]([CH3:29])=[CH2:28].C(=O)([O-])[O-].[K+].[K+].O, predict the reaction product. The product is: [ClH:25].[CH3:1][C:2]1([CH3:24])[CH2:11][C:10]2[C:5](=[C:6]3[CH2:15][C:14]([CH3:16])([CH3:17])[O:13][C:7]3=[C:8]([O:12][CH2:28][C:27]([CH3:29])=[CH2:26])[CH:9]=2)[C:4]([C:18]2[CH:19]=[CH:20][CH:21]=[CH:22][CH:23]=2)=[N:3]1.